This data is from Catalyst prediction with 721,799 reactions and 888 catalyst types from USPTO. The task is: Predict which catalyst facilitates the given reaction. Reactant: [F:1][C:2]([F:19])([F:18])[C:3]1[CH:8]=[CH:7][C:6]([C:9]2[N:10]=[C:11]([CH2:14][CH2:15][CH2:16][OH:17])[S:12][CH:13]=2)=[CH:5][CH:4]=1.[CH3:20][O:21][C:22](=[O:36])[CH2:23][O:24][C:25]1[CH:30]=[C:29]([CH:31]2[CH2:33][CH2:32]2)[C:28](O)=[CH:27][C:26]=1[CH3:35].C1(P(C2C=CC=CC=2)C2C=CC=CC=2)C=CC=CC=1.N(C(OCC)=O)=NC(OCC)=O. Product: [CH3:20][O:21][C:22](=[O:36])[CH2:23][O:24][C:25]1[CH:30]=[C:29]([CH:31]2[CH2:33][CH2:32]2)[C:28]([O:17][CH2:16][CH2:15][CH2:14][C:11]2[S:12][CH:13]=[C:9]([C:6]3[CH:5]=[CH:4][C:3]([C:2]([F:1])([F:18])[F:19])=[CH:8][CH:7]=3)[N:10]=2)=[CH:27][C:26]=1[CH3:35]. The catalyst class is: 2.